From a dataset of NCI-60 drug combinations with 297,098 pairs across 59 cell lines. Regression. Given two drug SMILES strings and cell line genomic features, predict the synergy score measuring deviation from expected non-interaction effect. (1) Drug 1: CS(=O)(=O)C1=CC(=C(C=C1)C(=O)NC2=CC(=C(C=C2)Cl)C3=CC=CC=N3)Cl. Drug 2: CC1=C(C=C(C=C1)NC(=O)C2=CC=C(C=C2)CN3CCN(CC3)C)NC4=NC=CC(=N4)C5=CN=CC=C5. Cell line: MOLT-4. Synergy scores: CSS=3.09, Synergy_ZIP=-1.94, Synergy_Bliss=-6.32, Synergy_Loewe=-8.29, Synergy_HSA=-7.92. (2) Drug 1: C1CC(C1)(C(=O)O)C(=O)O.[NH2-].[NH2-].[Pt+2]. Drug 2: CN1C2=C(C=C(C=C2)N(CCCl)CCCl)N=C1CCCC(=O)O.Cl. Cell line: SNB-19. Synergy scores: CSS=6.93, Synergy_ZIP=-0.743, Synergy_Bliss=1.79, Synergy_Loewe=-2.40, Synergy_HSA=0.404. (3) Drug 1: C1CCC(C1)C(CC#N)N2C=C(C=N2)C3=C4C=CNC4=NC=N3. Drug 2: C1C(C(OC1N2C=C(C(=O)NC2=O)F)CO)O. Cell line: OVCAR3. Synergy scores: CSS=32.3, Synergy_ZIP=7.48, Synergy_Bliss=13.2, Synergy_Loewe=-17.7, Synergy_HSA=9.34. (4) Drug 1: C1=CC(=CC=C1CC(C(=O)O)N)N(CCCl)CCCl.Cl. Drug 2: N.N.Cl[Pt+2]Cl. Cell line: HCT-15. Synergy scores: CSS=4.47, Synergy_ZIP=1.89, Synergy_Bliss=0.336, Synergy_Loewe=-4.67, Synergy_HSA=-4.07. (5) Drug 1: CC1CCC2CC(C(=CC=CC=CC(CC(C(=O)C(C(C(=CC(C(=O)CC(OC(=O)C3CCCCN3C(=O)C(=O)C1(O2)O)C(C)CC4CCC(C(C4)OC)OCCO)C)C)O)OC)C)C)C)OC. Drug 2: CC12CCC3C(C1CCC2OP(=O)(O)O)CCC4=C3C=CC(=C4)OC(=O)N(CCCl)CCCl.[Na+]. Cell line: LOX IMVI. Synergy scores: CSS=13.8, Synergy_ZIP=4.00, Synergy_Bliss=9.12, Synergy_Loewe=-2.04, Synergy_HSA=6.77. (6) Drug 1: C1CN1P(=S)(N2CC2)N3CC3. Drug 2: C1C(C(OC1N2C=C(C(=O)NC2=O)F)CO)O. Cell line: DU-145. Synergy scores: CSS=15.8, Synergy_ZIP=-0.601, Synergy_Bliss=2.59, Synergy_Loewe=-4.72, Synergy_HSA=0.0509.